Dataset: Full USPTO retrosynthesis dataset with 1.9M reactions from patents (1976-2016). Task: Predict the reactants needed to synthesize the given product. (1) The reactants are: [CH2:1]([NH:5][C:6]1[N:14]=[C:13]2[C:9]([N:10]=[C:11]([O:26][CH3:27])[N:12]2[CH2:15][CH2:16][CH2:17][CH:18]2CCO[C:20]([CH3:25])(C)[CH2:19]2)=[C:8]([NH2:28])[N:7]=1)[CH2:2][CH2:3][CH3:4].FC(F)(F)C(O)=O.C(NC1NC2C(N=C(OC)N=2)=C(N)N=1)CCC.BrCCCCC1CC[O:61][C:60]([CH3:65])([CH3:64])[CH2:59]1. Given the product [CH2:1]([NH:5][C:6]1[N:14]=[C:13]2[C:9]([N:10]=[C:11]([O:26][CH3:27])[N:12]2[CH2:15][CH2:16][CH2:17][CH2:18][CH:19]2[CH2:20][CH2:25][O:61][C:60]([CH3:65])([CH3:64])[CH2:59]2)=[C:8]([NH2:28])[N:7]=1)[CH2:2][CH2:3][CH3:4], predict the reactants needed to synthesize it. (2) Given the product [Cl:22][C:16]1[CH:17]=[C:18]([Cl:21])[CH:19]=[CH:20][C:15]=1[C:13]1[N:14]=[C:10](/[CH:9]=[CH:8]/[C:5]2[CH:4]=[CH:3][C:2]([C:40]3[CH:41]=[CH:42][C:37]([C:36]([F:47])([F:46])[F:35])=[CH:38][CH:39]=3)=[CH:7][CH:6]=2)[N:11]([CH2:23][C:24]2[CH:25]=[CH:26][C:27]([N:30]3[CH:34]=[N:33][CH:32]=[N:31]3)=[CH:28][CH:29]=2)[CH:12]=1, predict the reactants needed to synthesize it. The reactants are: Br[C:2]1[CH:7]=[CH:6][C:5](/[CH:8]=[CH:9]/[C:10]2[N:11]([CH2:23][C:24]3[CH:29]=[CH:28][C:27]([N:30]4[CH:34]=[N:33][CH:32]=[N:31]4)=[CH:26][CH:25]=3)[CH:12]=[C:13]([C:15]3[CH:20]=[CH:19][C:18]([Cl:21])=[CH:17][C:16]=3[Cl:22])[N:14]=2)=[CH:4][CH:3]=1.[F:35][C:36]([F:47])([F:46])[C:37]1[CH:42]=[CH:41][C:40](B(O)O)=[CH:39][CH:38]=1. (3) Given the product [ClH:20].[CH3:1][O:2][N:3]([CH3:19])[C:4]1[N:9]=[C:8]([NH:10][CH2:11][CH2:12][C:13]#[CH:14])[N:7]=[C:6]([NH:15][CH2:16][CH2:17][CH3:18])[N:5]=1, predict the reactants needed to synthesize it. The reactants are: [CH3:1][O:2][N:3]([CH3:19])[C:4]1[N:9]=[C:8]([NH:10][CH2:11][CH2:12][C:13]#[CH:14])[N:7]=[C:6]([NH:15][CH2:16][CH2:17][CH3:18])[N:5]=1.[ClH:20].C(OCC)C.Cl.CON(C)C1N=C(NC(C)C#C)N=C(NCCC)N=1.